From a dataset of Full USPTO retrosynthesis dataset with 1.9M reactions from patents (1976-2016). Predict the reactants needed to synthesize the given product. (1) Given the product [N:1]1([C:7]2[CH:14]=[CH:13][C:10]([C:11]#[N:12])=[CH:9][CH:8]=2)[CH:5]=[CH:4][CH:3]=[N:2]1, predict the reactants needed to synthesize it. The reactants are: [NH:1]1[CH:5]=[CH:4][CH:3]=[N:2]1.Br[C:7]1[CH:14]=[CH:13][C:10]([C:11]#[N:12])=[CH:9][CH:8]=1. (2) Given the product [NH2:24][C:25]1[N:30]([CH3:31])[C:29](=[O:32])[C:28]([CH3:34])([CH3:33])[C@:27]([C:36]2[CH:41]=[C:40]([NH:52][C:49]3[CH:50]=[N:51][C:46]([O:45][CH3:44])=[CH:47][CH:48]=3)[CH:39]=[CH:38][C:37]=2[F:43])([CH3:35])[N:26]=1, predict the reactants needed to synthesize it. The reactants are: COC1C=CC(C([NH:24][C:25]2[N:30]([CH3:31])[C:29](=[O:32])[C:28]([CH3:34])([CH3:33])[C@:27]([C:36]3[CH:41]=[C:40](Br)[CH:39]=[CH:38][C:37]=3[F:43])([CH3:35])[N:26]=2)(C2C=CC(OC)=CC=2)C2C=CC=CC=2)=CC=1.[CH3:44][O:45][C:46]1[N:51]=[CH:50][C:49]([NH2:52])=[CH:48][CH:47]=1. (3) Given the product [F:8][C:9]1[CH:36]=[C:35]([F:37])[CH:34]=[CH:33][C:10]=1[O:11][CH:12]1[CH2:13][CH2:14][N:15]([C:18]2[N:19]=[C:20]3[CH2:31][CH2:30][N:29]([C:40]([N:39]([CH3:43])[CH3:38])=[O:41])[CH:28]([CH3:32])[C:21]3=[N:22][C:23]=2[NH:24][CH:25]([CH3:27])[CH3:26])[CH2:16][CH2:17]1.[C:2]([OH:3])([C:4]([F:7])([F:6])[F:5])=[O:1], predict the reactants needed to synthesize it. The reactants are: [OH:1][C:2]([C:4]([F:7])([F:6])[F:5])=[O:3].[F:8][C:9]1[CH:36]=[C:35]([F:37])[CH:34]=[CH:33][C:10]=1[O:11][CH:12]1[CH2:17][CH2:16][N:15]([C:18]2[N:19]=[C:20]3[CH2:31][CH2:30][NH:29][CH:28]([CH3:32])[C:21]3=[N:22][C:23]=2[NH:24][CH:25]([CH3:27])[CH3:26])[CH2:14][CH2:13]1.[CH3:38][N:39]([CH3:43])[C:40](Cl)=[O:41].CCN(C(C)C)C(C)C. (4) Given the product [Cl:20][C:17]1[CH:18]=[CH:19][C:14]([C:13]2[CH:12]=[N:11][N:10]3[C:2](=[O:23])[C:3]([CH2:4][CH:5]([CH3:8])[CH3:6])=[N:22][N:21]=[C:9]3[C:8]=2[C:5]2[CH:4]=[CH:3][C:2]([Cl:1])=[CH:7][CH:6]=2)=[CH:15][CH:16]=1, predict the reactants needed to synthesize it. The reactants are: [Cl:1][C:2]1[CH:7]=[CH:6][C:5]([C:8]2[C:13]([C:14]3[CH:19]=[CH:18][C:17]([Cl:20])=[CH:16][CH:15]=3)=[CH:12][N:11]=[N:10][C:9]=2[NH:21][NH2:22])=[CH:4][CH:3]=1.[OH2:23]. (5) Given the product [CH2:1]([O:8][C:9](=[O:31])[C@@H:10]([NH:25][C@@H:26]([CH3:27])[C:28]([NH:48][S:45]([CH3:44])(=[O:47])=[O:46])=[O:29])[CH2:11][C:12]1[CH:17]=[CH:16][C:15]([C:18]2[CH:23]=[CH:22][CH:21]=[C:20]([Cl:24])[CH:19]=2)=[CH:14][CH:13]=1)[C:2]1[CH:7]=[CH:6][CH:5]=[CH:4][CH:3]=1, predict the reactants needed to synthesize it. The reactants are: [CH2:1]([O:8][C:9](=[O:31])[C@@H:10]([NH:25][C@H:26]([C:28](O)=[O:29])[CH3:27])[CH2:11][C:12]1[CH:17]=[CH:16][C:15]([C:18]2[CH:23]=[CH:22][CH:21]=[C:20]([Cl:24])[CH:19]=2)=[CH:14][CH:13]=1)[C:2]1[CH:7]=[CH:6][CH:5]=[CH:4][CH:3]=1.ClC(Cl)(OC(=O)OC(Cl)(Cl)Cl)Cl.[CH3:44][S:45]([NH2:48])(=[O:47])=[O:46]. (6) Given the product [CH2:1]([O:3][C:4](=[O:16])[C:5]([C:7]1[C:15]2[C:10](=[CH:11][CH:12]=[CH:13][CH:14]=2)[N:9]([CH2:11][CH2:10][NH:9][C:17]([O:20][C:7]([CH3:15])([CH3:8])[CH3:5])=[O:18])[CH:8]=1)=[O:6])[CH3:2], predict the reactants needed to synthesize it. The reactants are: [CH2:1]([O:3][C:4](=[O:16])[C:5]([C:7]1[C:15]2[C:10](=[CH:11][CH:12]=[CH:13][CH:14]=2)[NH:9][CH:8]=1)=[O:6])[CH3:2].[C:17]([O-:20])([O-])=[O:18].[Cs+].[Cs+]. (7) Given the product [Cl:1][C:2]1[CH:3]=[C:4]([CH:21]=[C:22]([C:24]([F:25])([F:26])[F:27])[CH:23]=1)[C:5]([N:7]([CH2:9][C@H:10]([C:14]1[CH:19]=[CH:18][C:17]([F:20])=[CH:16][CH:15]=1)[CH2:11][CH2:12][N:40]1[CH2:39][CH:38]([N:35]2[CH2:36][CH2:37][N:32]([C:29](=[O:31])[CH3:30])[CH2:33][CH2:34]2)[CH2:41]1)[CH3:8])=[O:6], predict the reactants needed to synthesize it. The reactants are: [Cl:1][C:2]1[CH:3]=[C:4]([CH:21]=[C:22]([C:24]([F:27])([F:26])[F:25])[CH:23]=1)[C:5]([N:7]([CH2:9][C@H:10]([C:14]1[CH:19]=[CH:18][C:17]([F:20])=[CH:16][CH:15]=1)[CH2:11][CH:12]=O)[CH3:8])=[O:6].Cl.[C:29]([N:32]1[CH2:37][CH2:36][N:35]([CH:38]2[CH2:41][NH:40][CH2:39]2)[CH2:34][CH2:33]1)(=[O:31])[CH3:30].C(N(CC)CC)C.C(O[BH-](OC(=O)C)OC(=O)C)(=O)C.[Na+]. (8) Given the product [F:28][C:24]1([F:27])[CH2:23][CH2:22][CH:21]([CH2:20][C:13]2[N:12]3[C:7]([CH3:6])=[CH:8][C:9]([C:29]([NH:30][CH:31]4[CH2:32][CH2:33][O:34][CH2:35][CH2:36]4)=[O:37])=[C:10]([O:43][CH3:42])[C:11]3=[N:15][C:14]=2[C:16]([F:19])([F:17])[F:18])[CH2:26][CH2:25]1, predict the reactants needed to synthesize it. The reactants are: CS(O[CH2:6][C:7]1[N:12]2[C:13]([CH2:20][CH:21]3[CH2:26][CH2:25][C:24]([F:28])([F:27])[CH2:23][CH2:22]3)=[C:14]([C:16]([F:19])([F:18])[F:17])[N:15]=[C:11]2[CH:10]=[C:9]([C:29](=[O:37])[NH:30][CH:31]2[CH2:36][CH2:35][O:34][CH2:33][CH2:32]2)[CH:8]=1)(=O)=O.C[O-].[Na+].C[C:42](C)=[O:43].C(=O)([O-])O.[Na+]. (9) Given the product [Br:1][C:2]1[C:3]([O:20][C:17]2[CH:16]=[CH:15][C:14]([S:21]([NH:24][C:25]3[S:26][CH:27]=[CH:28][N:29]=3)(=[O:23])=[O:22])=[CH:13][C:18]=2[F:19])=[N:4][CH:5]=[N:6][CH:7]=1, predict the reactants needed to synthesize it. The reactants are: [Br:1][C:2]1[CH:3]=[N:4][C:5](Cl)=[N:6][CH:7]=1.C([C:13]1[C:18]([F:19])=[C:17]([OH:20])[CH:16]=[CH:15][C:14]=1[S:21]([NH:24][C:25]1[S:26][CH:27]=[CH:28][N:29]=1)(=[O:23])=[O:22])(C)(C)C. (10) Given the product [C:1]([N:5]1[C:9]([C:10]2[CH:11]=[CH:12][C:13]([CH:16]3[CH2:17][CH2:18][CH2:19][CH2:20][CH2:21]3)=[CH:14][CH:15]=2)=[CH:8][C:7]([CH2:22][NH2:23])=[N:6]1)([CH3:4])([CH3:3])[CH3:2], predict the reactants needed to synthesize it. The reactants are: [C:1]([N:5]1[C:9]([C:10]2[CH:15]=[CH:14][C:13]([CH:16]3[CH2:21][CH2:20][CH2:19][CH2:18][CH2:17]3)=[CH:12][CH:11]=2)=[CH:8][C:7]([CH:22]=[N:23]O)=[N:6]1)([CH3:4])([CH3:3])[CH3:2].[H-].[Al+3].[Li+].[H-].[H-].[H-].CCCCCC.CCOC(C)=O.